From a dataset of Forward reaction prediction with 1.9M reactions from USPTO patents (1976-2016). Predict the product of the given reaction. (1) Given the reactants [CH2:1]([O:3][C:4]([C:6]1[C:7]2[C:22](=[O:23])[CH2:21][CH2:20][CH2:19][CH2:18][C:8]=2[N:9]([C:11]([O:13][C:14]([CH3:17])([CH3:16])[CH3:15])=[O:12])[CH:10]=1)=[O:5])[CH3:2].[I-].[Na+].C(N(CC)CC)C.[CH3:33][Si:34](Cl)([CH3:36])[CH3:35], predict the reaction product. The product is: [CH2:1]([O:3][C:4]([C:6]1[C:7]2[C:22]([O:23][Si:34]([CH3:36])([CH3:35])[CH3:33])=[CH:21][CH2:20][CH2:19][CH2:18][C:8]=2[N:9]([C:11]([O:13][C:14]([CH3:17])([CH3:15])[CH3:16])=[O:12])[CH:10]=1)=[O:5])[CH3:2]. (2) The product is: [CH3:1][O:2][C:3](=[O:18])[CH2:4][N:5]1[C:10]2[CH:11]=[C:12]([CH:15]=[C:23]3[S:19][C:20](=[O:25])[NH:21][C:22]3=[O:24])[CH:13]=[CH:14][C:9]=2[O:8][CH2:7][C:6]1=[O:17]. Given the reactants [CH3:1][O:2][C:3](=[O:18])[CH2:4][N:5]1[C:10]2[CH:11]=[C:12]([CH:15]=O)[CH:13]=[CH:14][C:9]=2[O:8][CH2:7][C:6]1=[O:17].[S:19]1[CH2:23][C:22](=[O:24])[NH:21][C:20]1=[O:25], predict the reaction product. (3) The product is: [CH2:16]([O:15][C:13]([N:23]1[CH2:24][CH2:25][C:26]([OH:29])([C:10]2[CH:9]=[CH:8][CH:7]=[C:6]([CH:3]([CH3:5])[CH3:4])[CH:11]=2)[CH2:27][CH2:28]1)=[O:14])[C:17]1[CH:22]=[CH:21][CH:20]=[CH:19][CH:18]=1. Given the reactants II.[CH:3]([C:6]1[CH:7]=[C:8](Br)[CH:9]=[CH:10][CH:11]=1)([CH3:5])[CH3:4].[C:13]([N:23]1[CH2:28][CH2:27][C:26](=[O:29])[CH2:25][CH2:24]1)([O:15][CH2:16][C:17]1[CH:22]=[CH:21][CH:20]=[CH:19][CH:18]=1)=[O:14], predict the reaction product. (4) Given the reactants [C:1]1([CH3:10])[CH:6]=[CH:5][C:4]([C:7]([NH2:9])=[O:8])=[CH:3][CH:2]=1.[Cl:11][C:12]([Cl:17])([Cl:16])[CH:13](O)[OH:14], predict the reaction product. The product is: [CH3:10][C:1]1[CH:6]=[CH:5][C:4]([C:7]([NH:9][CH:13]([OH:14])[C:12]([Cl:17])([Cl:16])[Cl:11])=[O:8])=[CH:3][CH:2]=1. (5) Given the reactants [Br:1][C:2]1[CH:7]=[CH:6][C:5]([CH:8](O)[CH3:9])=[C:4]([O:11][CH2:12][CH2:13][CH2:14][O:15][CH3:16])[CH:3]=1.S([O-])(O)(=O)=O.[K+], predict the reaction product. The product is: [Br:1][C:2]1[CH:7]=[CH:6][C:5]([CH:8]=[CH2:9])=[C:4]([O:11][CH2:12][CH2:13][CH2:14][O:15][CH3:16])[CH:3]=1. (6) Given the reactants [F:1][C:2]1[CH:3]=[C:4]([N:17]2[CH2:21][C@H:20]([CH2:22][N:23]3[CH:27]=[CH:26][N:25]=[N:24]3)[O:19][C:18]2=[O:28])[CH:5]=[CH:6][C:7]=1[C:8]1[CH:9]=[N:10][C:11]([CH2:14]SC)=[CH:12][CH:13]=1.Cl[C:30]1C=CC=C(C(OO)=O)C=1.[S:40](=[O:43])(O)[O-:41].[Na+], predict the reaction product. The product is: [F:1][C:2]1[CH:3]=[C:4]([N:17]2[CH2:21][C@H:20]([CH2:22][N:23]3[CH:27]=[CH:26][N:25]=[N:24]3)[O:19][C:18]2=[O:28])[CH:5]=[CH:6][C:7]=1[C:8]1[CH:9]=[N:10][C:11]([CH2:14][S:40]([CH3:30])(=[O:43])=[O:41])=[CH:12][CH:13]=1.